This data is from Forward reaction prediction with 1.9M reactions from USPTO patents (1976-2016). The task is: Predict the product of the given reaction. (1) Given the reactants [C:1]1([S:7]([C:10]2[C:11]([CH:18]=O)=[N:12][C:13]([S:16][CH3:17])=[N:14][CH:15]=2)(=[O:9])=[O:8])[CH:6]=[CH:5][CH:4]=[CH:3][CH:2]=1.[CH3:20][O:21][C:22](=[O:35])[CH2:23][N:24]1[C:32]2[C:27](=[CH:28][C:29]([F:33])=[CH:30][CH:31]=2)[CH:26]=[C:25]1[CH3:34], predict the reaction product. The product is: [CH3:20][O:21][C:22](=[O:35])[CH2:23][N:24]1[C:32]2[C:27](=[CH:28][C:29]([F:33])=[CH:30][CH:31]=2)[C:26]([CH2:18][C:11]2[C:10]([S:7]([C:1]3[CH:2]=[CH:3][CH:4]=[CH:5][CH:6]=3)(=[O:8])=[O:9])=[CH:15][N:14]=[C:13]([S:16][CH3:17])[N:12]=2)=[C:25]1[CH3:34]. (2) Given the reactants [CH3:1][C:2]1[N:3]([C:8]2[CH:22]=[CH:21][C:11]3[CH2:12][CH2:13][N:14](C(OC)=O)[CH2:15][CH2:16][C:10]=3[CH:9]=2)[C:4]([CH3:7])=[CH:5][CH:6]=1.[OH-].[K+].O, predict the reaction product. The product is: [CH3:7][C:4]1[N:3]([C:8]2[CH:22]=[CH:21][C:11]3[CH2:12][CH2:13][NH:14][CH2:15][CH2:16][C:10]=3[CH:9]=2)[C:2]([CH3:1])=[CH:6][CH:5]=1. (3) The product is: [OH2:11].[IH:26].[CH3:1][N:2]([CH2:9][CH2:10][O:11][C:12]1[CH:25]=[CH:24][C:15]([CH2:16][CH:17]2[S:21][C:20](=[O:22])[NH:19][C:18]2=[O:23])=[CH:14][CH:13]=1)[C:3]1[CH:8]=[CH:7][CH:6]=[CH:5][N:4]=1. Given the reactants [CH3:1][N:2]([CH2:9][CH2:10][O:11][C:12]1[CH:25]=[CH:24][C:15]([CH2:16][CH:17]2[S:21][C:20](=[O:22])[NH:19][C:18]2=[O:23])=[CH:14][CH:13]=1)[C:3]1[CH:8]=[CH:7][CH:6]=[CH:5][N:4]=1.[IH:26].I.S1CC(=O)NC1=O, predict the reaction product. (4) Given the reactants [Cl:1][C:2]1[CH:29]=[CH:28][C:5]([CH2:6][C:7]2[C:8](=[O:27])[NH:9][C:10]3[C:15]([C:16]=2[CH3:17])=[C:14](OS(C(F)(F)F)(=O)=O)[CH:13]=[C:12]([CH3:26])[CH:11]=3)=[CH:4][CH:3]=1.[Si]([O:37][C:38]([O:40][CH3:41])=[CH2:39])(C(C)(C)C)(C)C.C([O-])(=O)C.[Na+], predict the reaction product. The product is: [CH3:41][O:40][C:38](=[O:37])[CH2:39][C:14]1[CH:13]=[C:12]([CH3:26])[CH:11]=[C:10]2[C:15]=1[C:16]([CH3:17])=[C:7]([CH2:6][C:5]1[CH:4]=[CH:3][C:2]([Cl:1])=[CH:29][CH:28]=1)[C:8](=[O:27])[NH:9]2. (5) Given the reactants C(O)(=O)C.[OH:5][C:6]1([C:17]2[CH:22]=[CH:21][CH:20]=[CH:19][CH:18]=2)[CH2:9][N:8]([C:10]([O:12][C:13]([CH3:16])([CH3:15])[CH3:14])=[O:11])[CH2:7]1.[H][H], predict the reaction product. The product is: [CH:17]1([C:6]2([OH:5])[CH2:9][N:8]([C:10]([O:12][C:13]([CH3:15])([CH3:14])[CH3:16])=[O:11])[CH2:7]2)[CH2:18][CH2:19][CH2:20][CH2:21][CH2:22]1. (6) Given the reactants [C:1]([CH2:5][CH2:6][Si:7]([O:16][C:17]([CH3:19])=[O:18])([O:12][C:13]([CH3:15])=[O:14])[O:8][C:9]([CH3:11])=[O:10])(F)(F)F.[C:20]([CH2:22][CH2:23][Si](OC(C)=O)(OC(C)=O)OC(C)=O)#N, predict the reaction product. The product is: [C:6]1([Si:7]([O:16][C:17]([CH3:19])=[O:18])([O:12][C:13]([CH3:15])=[O:14])[O:8][C:9]([CH3:11])=[O:10])[CH:23]=[CH:22][CH:20]=[CH:1][CH:5]=1. (7) Given the reactants Br[CH2:2][CH2:3][O:4][CH3:5].C(=O)([O-])[O-].[Cs+].[Cs+].[NH2:12][C:13]1[CH:22]=[CH:21][C:20]([C:23]([C:25]2[N:33]3[C:28]([CH:29]=[CH:30][CH:31]=[CH:32]3)=[C:27]([OH:34])[C:26]=2[CH3:35])=[O:24])=[CH:19][C:14]=1[C:15]([O:17][CH3:18])=[O:16].Cl, predict the reaction product. The product is: [NH2:12][C:13]1[CH:22]=[CH:21][C:20]([C:23]([C:25]2[N:33]3[C:28]([CH:29]=[CH:30][CH:31]=[CH:32]3)=[C:27]([O:34][CH2:2][CH2:3][O:4][CH3:5])[C:26]=2[CH3:35])=[O:24])=[CH:19][C:14]=1[C:15]([O:17][CH3:18])=[O:16].